From a dataset of Reaction yield outcomes from USPTO patents with 853,638 reactions. Predict the reaction yield, written as a fraction of the theoretical maximum amount of product (1.0 means a 100% yield; for example, 0.34 means a 34% yield). The reactants are Cl[C:2]1[CH:3]=[CH:4][N:5]2[C:10]([C:11]=1[CH3:12])=[C:9]([CH:13]1[CH2:15][CH2:14]1)[CH:8]=[C:7]([C:16]([O:18][CH3:19])=[O:17])[C:6]2=[O:20].CC1(C)C(C)(C)OB([C:29]2[CH:34]=[CH:33][C:32]([NH:35][C:36]([NH2:38])=[O:37])=[CH:31][CH:30]=2)O1. No catalyst specified. The product is [CH:13]1([C:9]2[CH:8]=[C:7]([C:16]([O:18][CH3:19])=[O:17])[C:6](=[O:20])[N:5]3[C:10]=2[C:11]([CH3:12])=[C:2]([C:29]2[CH:34]=[CH:33][C:32]([NH:35][C:36]([NH2:38])=[O:37])=[CH:31][CH:30]=2)[CH:3]=[CH:4]3)[CH2:15][CH2:14]1. The yield is 0.260.